This data is from Full USPTO retrosynthesis dataset with 1.9M reactions from patents (1976-2016). The task is: Predict the reactants needed to synthesize the given product. Given the product [Cl:1][CH2:2][CH2:3][C:4]1[C:9](=[O:10])[N:8]2[CH2:11][CH2:12][CH2:13][CH:14]([OH:15])[C:7]2=[N:6][C:5]=1[CH3:23], predict the reactants needed to synthesize it. The reactants are: [Cl:1][CH2:2][CH2:3][C:4]1[C:9](=[O:10])[N:8]2[CH:11]=[CH:12][CH:13]=[C:14]([O:15]CC3C=CC=CC=3)[C:7]2=[N:6][C:5]=1[CH3:23].ClCCC1C(=O)N2C=CC=C(O)C2=NC=1C.